From a dataset of Forward reaction prediction with 1.9M reactions from USPTO patents (1976-2016). Predict the product of the given reaction. (1) Given the reactants [C:1]([C:4]1[C:22](=[O:23])[C@@:8]2([CH3:24])[C:9]3[C:15]([OH:16])=[CH:14][C:13]([O:17][CH3:18])=[C:12]([C:19]([NH2:21])=[O:20])[C:10]=3[O:11][C:7]2=[CH:6][C:5]=1[OH:25])(=[O:3])[CH3:2].[C:26]([O:29][C:30]1[CH:35]=[C:34]([CH3:36])[C:33]([CH:37]=O)=[C:32]([CH3:39])[CH:31]=1)(=[O:28])[CH3:27].C([SiH](CC)CC)C.FC(F)(F)C(O)=O, predict the reaction product. The product is: [C:26]([O:29][C:30]1[CH:35]=[C:34]([CH3:36])[C:33]([CH2:37][NH:21][C:19]([C:12]2[C:10]3[O:11][C:7]4[C@@:8]([CH3:24])([C:22](=[O:23])[C:4]([C:1](=[O:3])[CH3:2])=[C:5]([OH:25])[CH:6]=4)[C:9]=3[C:15]([OH:16])=[CH:14][C:13]=2[O:17][CH3:18])=[O:20])=[C:32]([CH3:39])[CH:31]=1)(=[O:28])[CH3:27]. (2) Given the reactants [CH3:1][O:2][CH2:3][O:4][CH2:5][C:6]1[CH:10]=[C:9]([C:11]2[CH:16]=[CH:15][C:14]([C:17]([F:20])([F:19])[F:18])=[CH:13][CH:12]=2)[O:8][N:7]=1.[O:21]1CCC[CH2:22]1.C([Li])CCC, predict the reaction product. The product is: [CH3:1][O:2][CH2:3][O:4][CH2:5][C:6]1[C:10]([CH:22]=[O:21])=[C:9]([C:11]2[CH:16]=[CH:15][C:14]([C:17]([F:18])([F:20])[F:19])=[CH:13][CH:12]=2)[O:8][N:7]=1. (3) Given the reactants [H-].[Na+].[NH2:3][C:4]1[C:5]2[C:12]([C:13]3[CH:18]=[CH:17][C:16]([O:19][C:20]4[CH:25]=[CH:24][CH:23]=[CH:22][CH:21]=4)=[CH:15][CH:14]=3)=[CH:11][NH:10][C:6]=2[N:7]=[CH:8][N:9]=1.Br[CH:27]([CH3:33])[C:28]([O:30][CH2:31][CH3:32])=[O:29], predict the reaction product. The product is: [NH2:3][C:4]1[C:5]2[C:12]([C:13]3[CH:14]=[CH:15][C:16]([O:19][C:20]4[CH:25]=[CH:24][CH:23]=[CH:22][CH:21]=4)=[CH:17][CH:18]=3)=[CH:11][N:10]([CH:27]([CH3:33])[C:28]([O:30][CH2:31][CH3:32])=[O:29])[C:6]=2[N:7]=[CH:8][N:9]=1. (4) Given the reactants [CH3:1][N:2]([CH3:8])[C@@H:3]1[CH2:7][CH2:6][NH:5][CH2:4]1.[Cl:9][C:10]1[C:11]([C:29]2[C:37]3[C:32](=[CH:33][CH:34]=[CH:35][CH:36]=3)[N:31]([CH3:38])[CH:30]=2)=[N:12][C:13]([NH:16][C:17]2[CH:22]=[C:21]([N+:23]([O-:25])=[O:24])[C:20](F)=[CH:19][C:18]=2[O:27][CH3:28])=[N:14][CH:15]=1, predict the reaction product. The product is: [Cl:9][C:10]1[C:11]([C:29]2[C:37]3[C:32](=[CH:33][CH:34]=[CH:35][CH:36]=3)[N:31]([CH3:38])[CH:30]=2)=[N:12][C:13]([NH:16][C:17]2[CH:22]=[C:21]([N+:23]([O-:25])=[O:24])[C:20]([N:5]3[CH2:6][CH2:7][C@@H:3]([N:2]([CH3:8])[CH3:1])[CH2:4]3)=[CH:19][C:18]=2[O:27][CH3:28])=[N:14][CH:15]=1. (5) Given the reactants [CH:1](OCC)(OCC)OCC.[CH3:11][C:12]1([CH3:20])[O:19][C:17](=[O:18])[CH2:16][C:14](=[O:15])[O:13]1.[Br:21][C:22]1[CH:23]=[C:24]([CH:26]=[CH:27][CH:28]=1)[NH2:25], predict the reaction product. The product is: [Br:21][C:22]1[CH:23]=[C:24]([NH:25][CH:1]=[C:16]2[C:17](=[O:18])[O:19][C:12]([CH3:20])([CH3:11])[O:13][C:14]2=[O:15])[CH:26]=[CH:27][CH:28]=1. (6) Given the reactants C(O[C:4](=[N:6][C:7](=O)[C:8]1[CH:13]=[CH:12][C:11]([Cl:14])=[CH:10][CH:9]=1)[CH3:5])C.[NH:16]([C:18]1[N:23]=[CH:22][C:21]([S:24]([NH2:27])(=[O:26])=[O:25])=[CH:20][CH:19]=1)[NH2:17].O, predict the reaction product. The product is: [Cl:14][C:11]1[CH:10]=[CH:9][C:8]([C:7]2[N:16]([C:18]3[N:23]=[CH:22][C:21]([S:24]([NH2:27])(=[O:26])=[O:25])=[CH:20][CH:19]=3)[N:17]=[C:4]([CH3:5])[N:6]=2)=[CH:13][CH:12]=1. (7) Given the reactants [CH2:1]([C:3]1[CH:29]=[CH:28][CH:27]=[CH:26][C:4]=1[CH2:5][O:6][C:7]1[CH:11]=[C:10]([N:12]2[C:20]3[CH:19]=[C:18]([CH2:21]O)[N:17]=[CH:16][C:15]=3[N:14]=[CH:13]2)[S:9][C:8]=1[C:23]([NH2:25])=[O:24])[CH3:2].[CH3:30][S:31](Cl)(=[O:33])=[O:32].C(N(CC)CC)C, predict the reaction product. The product is: [CH2:1]([C:3]1[CH:29]=[CH:28][CH:27]=[CH:26][C:4]=1[CH2:5][O:6][C:7]1[CH:11]=[C:10]([N:12]2[C:20]3[CH:19]=[C:18]([CH2:21][S:31]([CH3:30])(=[O:33])=[O:32])[N:17]=[CH:16][C:15]=3[N:14]=[CH:13]2)[S:9][C:8]=1[C:23]([NH2:25])=[O:24])[CH3:2].